From a dataset of Forward reaction prediction with 1.9M reactions from USPTO patents (1976-2016). Predict the product of the given reaction. The product is: [N+:14]([C:11]1[CH:10]=[CH:9][C:8]([CH2:7][C@H:6]([OH:5])[CH3:17])=[CH:13][CH:12]=1)([O-:16])=[O:15]. Given the reactants C([O:5][C@H:6]([CH3:17])[CH2:7][C:8]1[CH:13]=[CH:12][C:11]([N+:14]([O-:16])=[O:15])=[CH:10][CH:9]=1)(=O)CC.[OH-].[Na+].O, predict the reaction product.